This data is from Forward reaction prediction with 1.9M reactions from USPTO patents (1976-2016). The task is: Predict the product of the given reaction. (1) Given the reactants [C:1](=[NH:21])([O:3][CH2:4][CH2:5][C:6]1[CH:11]=[CH:10][C:9]([O:12][C:13]2[CH:18]=[CH:17][C:16]([Cl:19])=[C:15]([CH3:20])[CH:14]=2)=[CH:8][CH:7]=1)[NH2:2].[CH:22]([CH:24]([CH2:29][C:30]1[CH:31]=[N:32][N:33]([CH3:35])[CH:34]=1)[C:25](OC)=O)=[O:23].C([O-])([O-])=O.[K+].[K+], predict the reaction product. The product is: [Cl:19][C:16]1[CH:17]=[CH:18][C:13]([O:12][C:9]2[CH:8]=[CH:7][C:6]([CH2:5][CH2:4][O:3][C:1]3[NH:2][CH:25]=[C:24]([CH2:29][C:30]4[CH:31]=[N:32][N:33]([CH3:35])[CH:34]=4)[C:22](=[O:23])[N:21]=3)=[CH:11][CH:10]=2)=[CH:14][C:15]=1[CH3:20]. (2) Given the reactants [N:1]1[C:11]2[C:6](=[CH:7][CH:8]=[CH:9][CH:10]=2)[CH:5]=[CH:4][C:2]=1[CH3:3].[I:12][CH2:13][CH3:14], predict the reaction product. The product is: [CH3:13][CH2:14][N+:1]1[C:11]2[C:6](=[CH:7][CH:8]=[CH:9][CH:10]=2)[CH:5]=[CH:4][C:2]=1[CH3:3].[I-:12]. (3) Given the reactants [CH3:1][C:2]1([CH2:8][N:9]2[CH:13]=[C:12]([C:14]3[CH:19]=[CH:18][C:17]([NH:20][C:21]([CH:23]4[CH2:26][N:25]([C:27]5[N:28]=[N:29][C:30]([CH3:33])=[CH:31][CH:32]=5)[CH2:24]4)=[O:22])=[CH:16][CH:15]=3)[CH:11]=[N:10]2)[CH2:7][CH2:6][NH:5][CH2:4][CH2:3]1.[O:34]1[CH2:37][C:36](=O)[CH2:35]1.C([BH3-])#N.[Na+], predict the reaction product. The product is: [CH3:1][C:2]1([CH2:8][N:9]2[CH:13]=[C:12]([C:14]3[CH:15]=[CH:16][C:17]([NH:20][C:21]([CH:23]4[CH2:26][N:25]([C:27]5[N:28]=[N:29][C:30]([CH3:33])=[CH:31][CH:32]=5)[CH2:24]4)=[O:22])=[CH:18][CH:19]=3)[CH:11]=[N:10]2)[CH2:7][CH2:6][N:5]([CH:36]2[CH2:37][O:34][CH2:35]2)[CH2:4][CH2:3]1. (4) Given the reactants C([O:4][C@H:5]([CH2:9][C:10]([NH:12][C:13]1[CH:18]=[CH:17][C:16]([C:19]2[C:23]([NH:24][C:25]([O:27][CH:28]([C:30]3[CH:35]=[CH:34][CH:33]=[CH:32][C:31]=3[Cl:36])[CH3:29])=[O:26])=[CH:22][O:21][N:20]=2)=[CH:15][CH:14]=1)=[O:11])[C:6]([OH:8])=[O:7])(=O)C.[OH-].[Na+].Cl, predict the reaction product. The product is: [Cl:36][C:31]1[CH:32]=[CH:33][CH:34]=[CH:35][C:30]=1[CH:28]([O:27][C:25]([NH:24][C:23]1[C:19]([C:16]2[CH:17]=[CH:18][C:13]([NH:12][C:10](=[O:11])[CH2:9][C@@H:5]([OH:4])[C:6]([OH:8])=[O:7])=[CH:14][CH:15]=2)=[N:20][O:21][CH:22]=1)=[O:26])[CH3:29]. (5) Given the reactants CC[N:3](CC)CC.[F:8][C:9]1[CH:17]=[C:16]([S:18]([CH3:21])(=[O:20])=[O:19])[CH:15]=[CH:14][C:10]=1[C:11](O)=[O:12].C(OC(Cl)=O)C(C)C.N, predict the reaction product. The product is: [F:8][C:9]1[CH:17]=[C:16]([S:18]([CH3:21])(=[O:20])=[O:19])[CH:15]=[CH:14][C:10]=1[C:11]([NH2:3])=[O:12]. (6) Given the reactants Cl.[CH3:2][N:3]1[CH:7]=[C:6]([C:8]2[N:13]=[C:12]([C:14]3[CH:15]=[N:16][N:17]([C:19]4([CH2:23][C:24]#[N:25])[CH2:22][NH:21][CH2:20]4)[CH:18]=3)[N:11]3[CH:26]=[CH:27][N:28]=[C:10]3[CH:9]=2)[CH:5]=[N:4]1.CN(C(ON1N=NC2C=CC=NC1=2)=[N+](C)C)C.F[P-](F)(F)(F)(F)F.[F:53][C:54]([F:60])([F:59])[CH2:55][C:56](O)=[O:57].CCN(C(C)C)C(C)C, predict the reaction product. The product is: [CH3:2][N:3]1[CH:7]=[C:6]([C:8]2[N:13]=[C:12]([C:14]3[CH:15]=[N:16][N:17]([C:19]4([CH2:23][C:24]#[N:25])[CH2:22][N:21]([C:56](=[O:57])[CH2:55][C:54]([F:60])([F:59])[F:53])[CH2:20]4)[CH:18]=3)[N:11]3[CH:26]=[CH:27][N:28]=[C:10]3[CH:9]=2)[CH:5]=[N:4]1.